From a dataset of Forward reaction prediction with 1.9M reactions from USPTO patents (1976-2016). Predict the product of the given reaction. (1) Given the reactants [CH2:1]([N:8]1[C:12]2=[N:13][C:14]3[C:19]([C:20]([NH2:21])=[C:11]2[CH2:10][CH2:9]1)=[CH:18][C:17]([Br:22])=[CH:16][CH:15]=3)[C:2]1[CH:7]=[CH:6][CH:5]=[CH:4][CH:3]=1, predict the reaction product. The product is: [CH2:20]([N:21]([C:20]1[C:19]2[C:14](=[CH:15][CH:16]=[C:17]([Br:22])[CH:18]=2)[N:13]=[C:12]2[N:8]([CH2:1][C:2]3[CH:7]=[CH:6][CH:5]=[CH:4][CH:3]=3)[CH2:9][CH2:10][C:11]=12)[CH2:1][C:2]1[CH:7]=[CH:6][CH:5]=[CH:4][CH:3]=1)[C:19]1[CH:14]=[CH:15][CH:16]=[CH:17][CH:18]=1. (2) The product is: [CH3:31][O:30][C:28](=[O:29])[NH:23][C:22]1[CH:24]=[CH:25][CH:26]=[C:20]([CH2:19][CH2:18][N:15]2[CH2:14][CH2:13][N:12]([C:8]3[CH:7]=[CH:6][CH:5]=[C:4]4[C:9]=3[CH:10]=[CH:11][C:2]([CH3:1])=[N:3]4)[CH2:17][CH2:16]2)[CH:21]=1. Given the reactants [CH3:1][C:2]1[CH:11]=[CH:10][C:9]2[C:4](=[CH:5][CH:6]=[CH:7][C:8]=2[N:12]2[CH2:17][CH2:16][N:15]([CH2:18][CH2:19][C:20]3[CH:21]=[C:22]([CH:24]=[CH:25][CH:26]=3)[NH2:23])[CH2:14][CH2:13]2)[N:3]=1.Cl[C:28]([O:30][CH3:31])=[O:29], predict the reaction product. (3) Given the reactants Cl[C:2]1[N:24]=[C:5]2[C:6]([O:10][CH2:11][C:12]3[CH:17]=[CH:16][CH:15]=[CH:14][C:13]=3[N:18]([CH3:23])[S:19]([CH3:22])(=[O:21])=[O:20])=[CH:7][CH:8]=[CH:9][N:4]2[N:3]=1.[CH3:25][N:26]1[CH2:31][CH2:30][N:29]([C:32]2[CH:37]=[CH:36][C:35]([NH2:38])=[CH:34][CH:33]=2)[CH2:28][CH2:27]1.C1(P(C2CCCCC2)C2C=CC=CC=2C2C=CC=CC=2P(C2CCCCC2)C2CCCCC2)CCCCC1, predict the reaction product. The product is: [CH3:23][N:18]([C:13]1[CH:14]=[CH:15][CH:16]=[CH:17][C:12]=1[CH2:11][O:10][C:6]1[C:5]2[N:4]([N:3]=[C:2]([NH:38][C:35]3[CH:34]=[CH:33][C:32]([N:29]4[CH2:28][CH2:27][N:26]([CH3:25])[CH2:31][CH2:30]4)=[CH:37][CH:36]=3)[N:24]=2)[CH:9]=[CH:8][CH:7]=1)[S:19]([CH3:22])(=[O:21])=[O:20]. (4) Given the reactants [CH2:1]1[CH:6]2[CH2:7][C:8]3([NH2:11])[CH2:10][CH:4]([CH2:5]2)[CH2:3][CH:2]1[CH2:9]3.Cl[CH2:13][C:14]1[N:18]=[C:17]([C:19]2[CH:24]=[CH:23][CH:22]=[C:21]([C:25]([F:28])([F:27])[F:26])[CH:20]=2)[O:16][N:15]=1, predict the reaction product. The product is: [F:27][C:25]([F:26])([F:28])[C:21]1[CH:20]=[C:19]([C:17]2[O:16][N:15]=[C:14]([CH2:13][NH:11][C:8]34[CH2:10][CH:4]5[CH2:5][CH:6]([CH2:1][CH:2]([CH2:3]5)[CH2:9]3)[CH2:7]4)[N:18]=2)[CH:24]=[CH:23][CH:22]=1.